From a dataset of Full USPTO retrosynthesis dataset with 1.9M reactions from patents (1976-2016). Predict the reactants needed to synthesize the given product. (1) Given the product [Cl:32][CH2:2][C:3]1[N:4]=[C:5]([CH:8]2[CH2:13][CH2:12][N:11]([C:14]([O:16][C:17]([CH3:20])([CH3:19])[CH3:18])=[O:15])[CH2:10][CH2:9]2)[S:6][CH:7]=1, predict the reactants needed to synthesize it. The reactants are: O[CH2:2][C:3]1[N:4]=[C:5]([CH:8]2[CH2:13][CH2:12][N:11]([C:14]([O:16][C:17]([CH3:20])([CH3:19])[CH3:18])=[O:15])[CH2:10][CH2:9]2)[S:6][CH:7]=1.C(N(CC)CC)C.CS([Cl:32])(=O)=O. (2) Given the product [CH3:43][C:4]1[N:3]=[CH:2][O:1][C:5]=1[C:6]1[CH:7]=[C:8]([NH:12][C:13]2[N:18]=[C:17]([C:19]3[C:20]([C:28]4[CH:29]=[C:30]([NH:34][C:35](=[O:42])[CH2:36][C:37]5[S:38][CH:39]=[CH:40][CH:41]=5)[CH:31]=[CH:32][CH:33]=4)=[N:21][N:22]4[CH:27]=[CH:26][CH:25]=[CH:24][C:23]=34)[CH:16]=[CH:15][N:14]=2)[CH:9]=[CH:10][CH:11]=1, predict the reactants needed to synthesize it. The reactants are: [O:1]1[C:5]([C:6]2[CH:7]=[C:8]([NH:12][C:13]3[N:18]=[C:17]([C:19]4[C:20]([C:28]5[CH:29]=[C:30]([NH:34][C:35](=[O:42])[CH2:36][C:37]6[S:38][CH:39]=[CH:40][CH:41]=6)[CH:31]=[CH:32][CH:33]=5)=[N:21][N:22]5[CH:27]=[CH:26][CH:25]=[CH:24][C:23]=45)[CH:16]=[CH:15][N:14]=3)[CH:9]=[CH:10][CH:11]=2)=[CH:4][N:3]=[CH:2]1.[CH3:43]C1N=COC=1C1C=C(C=CC=1)N. (3) Given the product [CH:5]1[CH:6]=[CH:7][C:2]([C:1]([O:39][CH2:17][C@H:18]2[O:23][C@H:22]([O:24][C@:25]3([CH2:34][OH:35])[O:29][C@H:28]([CH2:30][OH:31])[C@@H:27]([OH:32])[C@@H:26]3[OH:33])[C@H:21]([OH:36])[C@@H:20]([OH:37])[C@@H:19]2[OH:38])=[O:8])=[CH:3][CH:4]=1, predict the reactants needed to synthesize it. The reactants are: [C:1](Cl)(=[O:8])[C:2]1[CH:7]=[CH:6][CH:5]=[CH:4][CH:3]=1.C(N(CC)CC)C.[CH2:17]([OH:39])[C@H:18]1[O:23][C@H:22]([O:24][C@:25]2([CH2:34][OH:35])[O:29][C@H:28]([CH2:30][OH:31])[C@@H:27]([OH:32])[C@@H:26]2[OH:33])[C@H:21]([OH:36])[C@@H:20]([OH:37])[C@@H:19]1[OH:38]. (4) Given the product [NH2:16][C:15]1[C:9]2[S:8][C:7]([NH:6][C:4](=[O:5])[C:3]3[C:19]([CH3:24])=[CH:20][C:21]([CH3:23])=[CH:22][C:2]=3[CH3:1])=[N:11][C:10]=2[CH:12]=[CH:13][CH:14]=1, predict the reactants needed to synthesize it. The reactants are: [CH3:1][C:2]1[CH:22]=[C:21]([CH3:23])[CH:20]=[C:19]([CH3:24])[C:3]=1[C:4]([NH:6][C:7]1[S:8][C:9]2[C:15]([N+:16]([O-])=O)=[CH:14][CH:13]=[CH:12][C:10]=2[N:11]=1)=[O:5]. (5) The reactants are: [F:1][C:2]1[CH:11]=[CH:10][C:5]2[N:6]=[C:7]([NH2:9])[S:8][C:4]=2[CH:3]=1.[C:12]1([CH3:21])[CH:17]=[CH:16][C:15]([C:18](Cl)=[O:19])=[CH:14][CH:13]=1.C[O:23][C:24]1[CH:33]=CC2N=C(N)SC=2C=1.ClC1C=C(C=CC=1)C(Cl)=[O:39]. Given the product [F:1][C:2]1[CH:11]=[CH:10][C:5]2[N:6]([CH2:33][C:24]([OH:23])=[O:39])[C:7](=[N:9][C:18](=[O:19])[C:15]3[CH:16]=[CH:17][C:12]([CH3:21])=[CH:13][CH:14]=3)[S:8][C:4]=2[CH:3]=1, predict the reactants needed to synthesize it. (6) Given the product [F:24][C:19]1[CH:20]=[CH:21][CH:22]=[CH:23][C:18]=1[N:14]1[CH2:13][C:12]2([CH2:25][CH2:26][CH:9]([C:7]3[NH:6][C:5]4[CH:34]=[CH:35][C:2]([C:41]5[CH:46]=[CH:45][N:44]=[N:43][CH:42]=5)=[CH:3][C:4]=4[N:8]=3)[CH2:10][CH2:11]2)[O:16][C:15]1=[O:17], predict the reactants needed to synthesize it. The reactants are: Br[C:2]1[CH:35]=[CH:34][C:5]2[N:6](C(OC(C)(C)C)=O)[C:7]([CH:9]3[CH2:26][CH2:25][C:12]4([O:16][C:15](=[O:17])[N:14]([C:18]5[CH:23]=[CH:22][CH:21]=[CH:20][C:19]=5[F:24])[CH2:13]4)[CH2:11][CH2:10]3)=[N:8][C:4]=2[CH:3]=1.C([Sn](CCCC)(CCCC)[C:41]1[CH:46]=[CH:45][N:44]=[N:43][CH:42]=1)CCC.